From a dataset of Reaction yield outcomes from USPTO patents with 853,638 reactions. Predict the reaction yield, written as a fraction of the theoretical maximum amount of product (1.0 means a 100% yield; for example, 0.34 means a 34% yield). (1) The reactants are [CH2:1](N)[CH2:2][CH2:3][CH3:4].[BH4-].[Na+].[CH2:8]([O:18][CH:19]1[CH2:24][CH2:23][CH2:22][CH2:21][O:20]1)[CH2:9][CH2:10][CH2:11][CH2:12][CH2:13][CH2:14][CH2:15][C:16]#[CH:17].BrC#CCC. The catalyst is C1COCC1.C1(C)C=CC=CC=1.O.CCCCCC.CO. The product is [CH2:8]([O:18][CH:19]1[CH2:24][CH2:23][CH2:22][CH2:21][O:20]1)[CH2:9][CH2:10][CH2:11][CH2:12][CH2:13][CH2:14][CH2:15][C:16]#[C:17][C:1]#[C:2][CH2:3][CH3:4]. The yield is 0.892. (2) The reactants are [CH3:1][N:2]([CH3:34])[C:3]([C:5]1[N:6]=[C:7]([CH:10]([CH2:16][C:17]2[CH:22]=[CH:21][C:20]([O:23][CH2:24][CH2:25][C:26]3[CH:31]=[CH:30][CH:29]=[C:28]([NH:32][CH3:33])[N:27]=3)=[CH:19][CH:18]=2)[CH2:11][C:12]([O:14]C)=[O:13])[O:8][CH:9]=1)=[O:4].C(OC(C1N=C(C(CC2C=CC(OCCC3C=CC=C(NC)N=3)=CC=2)CC(OC)=O)OC=1)=O)C1C=CC=CC=1. No catalyst specified. The product is [CH3:34][N:2]([CH3:1])[C:3]([C:5]1[N:6]=[C:7]([CH:10]([CH2:16][C:17]2[CH:22]=[CH:21][C:20]([O:23][CH2:24][CH2:25][C:26]3[CH:31]=[CH:30][CH:29]=[C:28]([NH:32][CH3:33])[N:27]=3)=[CH:19][CH:18]=2)[CH2:11][C:12]([OH:14])=[O:13])[O:8][CH:9]=1)=[O:4]. The yield is 0.620.